From a dataset of HIV replication inhibition screening data with 41,000+ compounds from the AIDS Antiviral Screen. Binary Classification. Given a drug SMILES string, predict its activity (active/inactive) in a high-throughput screening assay against a specified biological target. The drug is COc1cc2c(OC)c(c1)CCCC1=CC(=O)C=C(CCC2)C1=O. The result is 0 (inactive).